This data is from Peptide-MHC class I binding affinity with 185,985 pairs from IEDB/IMGT. The task is: Regression. Given a peptide amino acid sequence and an MHC pseudo amino acid sequence, predict their binding affinity value. This is MHC class I binding data. The peptide sequence is FSSQLGLFY. The MHC is HLA-A01:01 with pseudo-sequence HLA-A01:01. The binding affinity (normalized) is 0.936.